This data is from Peptide-MHC class II binding affinity with 134,281 pairs from IEDB. The task is: Regression. Given a peptide amino acid sequence and an MHC pseudo amino acid sequence, predict their binding affinity value. This is MHC class II binding data. (1) The peptide sequence is GELQIVDKVDAAFKI. The MHC is DRB3_0202 with pseudo-sequence DRB3_0202. The binding affinity (normalized) is 0.288. (2) The peptide sequence is MFISDTPGERNPYEN. The MHC is DRB3_0101 with pseudo-sequence DRB3_0101. The binding affinity (normalized) is 0.584. (3) The peptide sequence is DVTITAPGDSPNTDG. The binding affinity (normalized) is 0.0298. The MHC is HLA-DPA10201-DPB11401 with pseudo-sequence HLA-DPA10201-DPB11401. (4) The peptide sequence is VLSSAHSDSLAPECP. The MHC is DRB1_0101 with pseudo-sequence DRB1_0101. The binding affinity (normalized) is 0.167. (5) The peptide sequence is QKLMEDINVGFKAAV. The MHC is DRB1_0701 with pseudo-sequence DRB1_0701. The binding affinity (normalized) is 0.431. (6) The peptide sequence is GEQQIVDKIDAAFKI. The MHC is DRB3_0202 with pseudo-sequence DRB3_0202. The binding affinity (normalized) is 0.145. (7) The peptide sequence is DYGILQINSR. The MHC is H-2-IAu with pseudo-sequence H-2-IAu. The binding affinity (normalized) is 0. (8) The peptide sequence is EVKDFDPDVLPPEVY. The MHC is DRB1_0101 with pseudo-sequence DRB1_0101. The binding affinity (normalized) is 0.0813. (9) The peptide sequence is RRIEEICMKVFAQYI. The MHC is DRB1_1501 with pseudo-sequence DRB1_1501. The binding affinity (normalized) is 0.590.